From a dataset of Forward reaction prediction with 1.9M reactions from USPTO patents (1976-2016). Predict the product of the given reaction. (1) Given the reactants Cl[CH2:2][C:3]([NH:5][C:6]1[CH:11]=[CH:10][C:9]([NH:12][S:13]([CH3:16])(=[O:15])=[O:14])=[CH:8][CH:7]=1)=[O:4].[CH3:17][N:18]([C:25]1[CH:30]=[CH:29][C:28]([CH3:31])=[CH:27][CH:26]=1)[CH:19]1[CH2:24][CH2:23][NH:22][CH2:21][CH2:20]1, predict the reaction product. The product is: [CH3:16][S:13]([NH:12][C:9]1[CH:10]=[CH:11][C:6]([NH:5][C:3](=[O:4])[CH2:2][N:22]2[CH2:23][CH2:24][CH:19]([N:18]([CH3:17])[C:25]3[CH:30]=[CH:29][C:28]([CH3:31])=[CH:27][CH:26]=3)[CH2:20][CH2:21]2)=[CH:7][CH:8]=1)(=[O:15])=[O:14]. (2) Given the reactants [F:1][C:2]1[CH:10]=[C:9]2[C:5]([C:6]([Sn](CCCC)(CCCC)CCCC)=[N:7][NH:8]2)=[CH:4][CH:3]=1.[N:24]1[CH:29]=[CH:28][C:27]([CH:30]([NH:32][C:33]([C:35]2[C:43]3[C:38](=[N:39][CH:40]=[C:41](Br)[N:42]=3)[N:37]([CH2:45][O:46][CH2:47][CH2:48][Si:49]([CH3:52])([CH3:51])[CH3:50])[CH:36]=2)=[O:34])[CH3:31])=[CH:26][CH:25]=1.CN(C=O)C, predict the reaction product. The product is: [N:24]1[CH:29]=[CH:28][C:27]([CH:30]([NH:32][C:33]([C:35]2[C:43]3[C:38](=[N:39][CH:40]=[C:41]([C:6]4[C:5]5[C:9](=[CH:10][C:2]([F:1])=[CH:3][CH:4]=5)[NH:8][N:7]=4)[N:42]=3)[N:37]([CH2:45][O:46][CH2:47][CH2:48][Si:49]([CH3:50])([CH3:52])[CH3:51])[CH:36]=2)=[O:34])[CH3:31])=[CH:26][CH:25]=1. (3) Given the reactants [ClH:1].FC1C=CC=CC=1C1CCCNC1.I[C:16]1[CH:17]=[N:18][CH:19]=[CH:20][CH:21]=1.[CH3:22][O:23][C:24]1[CH:29]=[C:28]([C:30]([F:33])([F:32])[F:31])[CH:27]=[CH:26][C:25]=1B(O)O, predict the reaction product. The product is: [ClH:1].[CH3:22][O:23][C:24]1[CH:29]=[C:28]([C:30]([F:31])([F:32])[F:33])[CH:27]=[CH:26][C:25]=1[CH:16]1[CH2:21][CH2:20][CH2:19][NH:18][CH2:17]1. (4) Given the reactants BrC1C=CC=CC=1OC.[CH2:10]([O:17][CH2:18][C@@H:19]([OH:30])[CH2:20][C:21]1[CH:26]=[C:25](F)[CH:24]=[CH:23][C:22]=1[O:28][CH3:29])[C:11]1[CH:16]=[CH:15][CH:14]=[CH:13][CH:12]=1, predict the reaction product. The product is: [CH2:10]([O:17][CH2:18][C@@H:19]([OH:30])[CH2:20][C:21]1[CH:26]=[CH:25][CH:24]=[CH:23][C:22]=1[O:28][CH3:29])[C:11]1[CH:12]=[CH:13][CH:14]=[CH:15][CH:16]=1. (5) Given the reactants C([O:3][C:4](=[O:42])[CH2:5][C:6]1([C:15]2[CH:20]=[CH:19][C:18]([NH:21][C:22](=[O:41])[CH2:23][C:24]3[CH:40]=[CH:39][C:27]4[N:28]=[C:29]([NH:31][C:32]5[CH:37]=[CH:36][CH:35]=[CH:34][C:33]=5[CH3:38])[O:30][C:26]=4[CH:25]=3)=[CH:17][CH:16]=2)[CH2:14][C:13]2[C:8](=[CH:9][CH:10]=[CH:11][CH:12]=2)[CH2:7]1)C.[OH-].[Na+], predict the reaction product. The product is: [C:33]1([CH3:38])[CH:34]=[CH:35][CH:36]=[CH:37][C:32]=1[NH:31][C:29]1[O:30][C:26]2[CH:25]=[C:24]([CH2:23][C:22]([NH:21][C:18]3[CH:19]=[CH:20][C:15]([C:6]4([CH2:5][C:4]([OH:42])=[O:3])[CH2:14][C:13]5[C:8](=[CH:9][CH:10]=[CH:11][CH:12]=5)[CH2:7]4)=[CH:16][CH:17]=3)=[O:41])[CH:40]=[CH:39][C:27]=2[N:28]=1. (6) Given the reactants Cl[C:2]([F:7])([F:6])C([O-])=O.[Na+].Br.[CH3:10][C:11]1[CH:15]=[C:14]([C:16]2[CH:17]=[CH:18][C:19]3[N:20]([C:22]([CH2:25][O:26][C:27]4[C:36]5[C:31](=[CH:32][C:33]([OH:37])=[CH:34][CH:35]=5)[N:30]=[CH:29][CH:28]=4)=[N:23][N:24]=3)[CH:21]=2)[O:13][N:12]=1.C(=O)([O-])[O-].[Cs+].[Cs+].CN(C=O)C, predict the reaction product. The product is: [F:7][CH:2]([F:6])[O:37][C:33]1[CH:32]=[C:31]2[C:36]([C:27]([O:26][CH2:25][C:22]3[N:20]4[CH:21]=[C:16]([C:14]5[O:13][N:12]=[C:11]([CH3:10])[CH:15]=5)[CH:17]=[CH:18][C:19]4=[N:24][N:23]=3)=[CH:28][CH:29]=[N:30]2)=[CH:35][CH:34]=1. (7) Given the reactants [F:1][C:2]1([F:9])[CH2:7][CH2:6][CH:5]([OH:8])[CH2:4][CH2:3]1.[H-].[Na+].[Br:12][C:13]1[CH:14]=[CH:15][C:16](F)=[C:17]([CH:20]=1)[C:18]#[N:19], predict the reaction product. The product is: [Br:12][C:13]1[CH:14]=[CH:15][C:16]([O:8][CH:5]2[CH2:6][CH2:7][C:2]([F:9])([F:1])[CH2:3][CH2:4]2)=[C:17]([CH:20]=1)[C:18]#[N:19].